This data is from Forward reaction prediction with 1.9M reactions from USPTO patents (1976-2016). The task is: Predict the product of the given reaction. Given the reactants Br[CH2:2][CH:3]=O.[NH2:5][C:6]1[N:7]=[N:8][C:9]([Cl:12])=[CH:10][CH:11]=1, predict the reaction product. The product is: [Cl:12][C:9]1[CH:10]=[CH:11][C:6]2[N:7]([CH:2]=[CH:3][N:5]=2)[N:8]=1.